From a dataset of Reaction yield outcomes from USPTO patents with 853,638 reactions. Predict the reaction yield, written as a fraction of the theoretical maximum amount of product (1.0 means a 100% yield; for example, 0.34 means a 34% yield). (1) The reactants are O.O.[C:3]([OH:8])(=[O:7])[C:4]([OH:6])=[O:5].[CH2:9]([O:16][NH:17][CH:18]1[CH2:23][NH:22][C@H:21]([C:24]#[N:25])[CH2:20][CH2:19]1)[C:10]1[CH:15]=[CH:14][CH:13]=[CH:12][CH:11]=1. The catalyst is C(OCC)(=O)C.CC(C)=O.C(OCC)(=O)C. The product is [C:3]([OH:8])(=[O:7])[C:4]([OH:6])=[O:5].[CH2:9]([O:16][NH:17][CH:18]1[CH2:23][NH:22][C@H:21]([C:24]#[N:25])[CH2:20][CH2:19]1)[C:10]1[CH:15]=[CH:14][CH:13]=[CH:12][CH:11]=1. The yield is 0.550. (2) The reactants are C[O:2][C:3](=[O:24])[CH2:4][O:5][C:6]1[CH:11]=[CH:10][C:9]([CH2:12][CH2:13][CH2:14][CH2:15][NH:16][C:17]([O:19][C:20]([CH3:23])([CH3:22])[CH3:21])=[O:18])=[CH:8][CH:7]=1.[OH-].[K+]. The catalyst is CO. The product is [C:20]([O:19][C:17]([NH:16][CH2:15][CH2:14][CH2:13][CH2:12][C:9]1[CH:8]=[CH:7][C:6]([O:5][CH2:4][C:3]([OH:24])=[O:2])=[CH:11][CH:10]=1)=[O:18])([CH3:23])([CH3:21])[CH3:22]. The yield is 0.970.